From a dataset of Forward reaction prediction with 1.9M reactions from USPTO patents (1976-2016). Predict the product of the given reaction. (1) Given the reactants [O:1]1CC[O:3][CH:2]1[C:6]1[CH:7]=[C:8]([NH:12][C:13]2[S:14][CH:15]=[C:16]([C:18]3[S:22][C:21]([NH:23][C:24](=[O:26])[CH3:25])=[N:20][C:19]=3[CH3:27])[N:17]=2)[CH:9]=[CH:10][CH:11]=1.[S:28]1[CH2:32][C:31](=[O:33])[NH:30][C:29]1=[O:34].NCCC(O)=O.O, predict the reaction product. The product is: [C:2]([OH:3])(=[O:1])[CH3:6].[O:34]=[C:29]1[NH:30][C:31](=[O:33])/[C:32](=[CH:2]/[C:6]2[CH:7]=[C:8]([NH:12][C:13]3[S:14][CH:15]=[C:16]([C:18]4[S:22][C:21]([NH:23][C:24](=[O:26])[CH3:25])=[N:20][C:19]=4[CH3:27])[N:17]=3)[CH:9]=[CH:10][CH:11]=2)/[S:28]1. (2) Given the reactants [CH3:1][O:2][C:3]1[CH:8]=[CH:7][C:6]([CH:9]2[CH2:14][CH2:13][CH:12]([CH2:15][C:16]([OH:18])=O)[CH2:11][CH2:10]2)=[CH:5][CH:4]=1.C(Cl)(=O)C(Cl)=O.[CH2:25]([NH2:32])[C:26]1[CH:31]=[CH:30][CH:29]=[CH:28][CH:27]=1.C(N(CC)CC)C, predict the reaction product. The product is: [CH2:25]([NH:32][C:16](=[O:18])[CH2:15][CH:12]1[CH2:11][CH2:10][CH:9]([C:6]2[CH:5]=[CH:4][C:3]([O:2][CH3:1])=[CH:8][CH:7]=2)[CH2:14][CH2:13]1)[C:26]1[CH:31]=[CH:30][CH:29]=[CH:28][CH:27]=1. (3) Given the reactants Br[C:2]1[CH:3]=[C:4]2[C:8](=[CH:9][CH:10]=1)[N:7]([C:11]1[CH:16]=[CH:15][C:14]([O:17][CH:18]3[CH2:22][CH2:21][CH2:20][CH2:19]3)=[CH:13][CH:12]=1)[C:6]([C:23]#[N:24])=[C:5]2[Cl:25].[F:26][C:27]([F:39])([F:38])[O:28][C:29]1[CH:34]=[CH:33][C:32](B(O)O)=[CH:31][CH:30]=1.[NH:40]1C=N[N:42]=[N:41]1, predict the reaction product. The product is: [Cl:25][C:5]1[C:4]2[C:8](=[CH:9][CH:10]=[C:2]([C:32]3[CH:33]=[CH:34][C:29]([O:28][C:27]([F:39])([F:38])[F:26])=[CH:30][CH:31]=3)[CH:3]=2)[N:7]([C:11]2[CH:16]=[CH:15][C:14]([O:17][CH:18]3[CH2:22][CH2:21][CH2:20][CH2:19]3)=[CH:13][CH:12]=2)[C:6]=1[C:23]1[NH:42][N:41]=[N:40][N:24]=1. (4) The product is: [F:21][C:15]([F:22])([C:3]1[CH:4]=[CH:5][C:6]([O:8][C:9]([F:12])([F:11])[F:10])=[CH:7][C:2]=1[F:1])[C:16]([O:18][CH2:19][CH3:20])=[O:17]. Given the reactants [F:1][C:2]1[CH:7]=[C:6]([O:8][C:9]([F:12])([F:11])[F:10])[CH:5]=[CH:4][C:3]=1I.Br[C:15]([F:22])([F:21])[C:16]([O:18][CH2:19][CH3:20])=[O:17].C(=O)(O)[O-].[Na+], predict the reaction product. (5) The product is: [NH2:8][CH2:7][CH2:9][N:10]1[CH2:14][CH2:13][CH2:12][C@H:11]1[CH3:15]. Given the reactants [OH-].[Al+3].[Li+].[OH-].[OH-].[OH-].[C:7]([CH2:9][N:10]1[CH2:14][CH2:13][CH2:12][C@H:11]1[CH3:15])#[N:8].O.[OH-].[Na+], predict the reaction product.